This data is from Forward reaction prediction with 1.9M reactions from USPTO patents (1976-2016). The task is: Predict the product of the given reaction. The product is: [CH2:3]([S:5][C:6]1[CH:11]=[CH:10][C:9]([NH2:12])=[CH:8][C:7]=1[CH3:15])[CH3:4]. Given the reactants [Cl-].[NH4+].[CH2:3]([S:5][C:6]1[CH:11]=[CH:10][C:9]([N+:12]([O-])=O)=[CH:8][C:7]=1[CH3:15])[CH3:4].O, predict the reaction product.